From a dataset of Forward reaction prediction with 1.9M reactions from USPTO patents (1976-2016). Predict the product of the given reaction. (1) Given the reactants CS(O[CH2:6][CH2:7][O:8][C:9]1[CH:14]=[CH:13][C:12]([CH:15]2[CH2:20][CH2:19][N:18]([C:21]3[CH:22]=[CH:23][C:24]4[N:25]([C:27]([C:30]([F:33])([F:32])[F:31])=[N:28][N:29]=4)[N:26]=3)[CH2:17][CH2:16]2)=[CH:11][CH:10]=1)(=O)=O.[Br-:34].[Li+], predict the reaction product. The product is: [Br:34][CH2:6][CH2:7][O:8][C:9]1[CH:14]=[CH:13][C:12]([CH:15]2[CH2:20][CH2:19][N:18]([C:21]3[CH:22]=[CH:23][C:24]4[N:25]([C:27]([C:30]([F:33])([F:32])[F:31])=[N:28][N:29]=4)[N:26]=3)[CH2:17][CH2:16]2)=[CH:11][CH:10]=1. (2) Given the reactants [C:1]1([C:7]([CH2:9][C:10]2[CH:15]=[CH:14][CH:13]=[CH:12][CH:11]=2)=[O:8])[CH:6]=[CH:5][CH:4]=[CH:3][CH:2]=1.BrCC1CCCCC1.C1(C)C=CC=CC=1.[OH-].[K+], predict the reaction product. The product is: [C:1]1([C:7]([CH2:9][CH:10]2[CH2:15][CH2:14][CH2:13][CH2:12][CH2:11]2)=[O:8])[CH:6]=[CH:5][CH:4]=[CH:3][CH:2]=1. (3) Given the reactants [CH3:1][C:2]1[CH:3]=[C:4]2[C:9](=[CH:10][CH:11]=1)[N:8]=[CH:7][CH:6]=[N:5]2.[Br:12]N1C(=O)CCC1=O.C(OOC(=O)C1C=CC=CC=1)(=O)C1C=CC=CC=1.ClCCl, predict the reaction product. The product is: [Br:12][CH2:1][C:2]1[CH:3]=[C:4]2[C:9](=[CH:10][CH:11]=1)[N:8]=[CH:7][CH:6]=[N:5]2. (4) Given the reactants [CH:1]1[CH:6]=[C:5]([NH2:7])[C:4]2[C:8]([NH:10][NH:11][C:12](=[O:13])[C:3]=2[CH:2]=1)=[O:9].[Cl:14][CH2:15][C:16](Cl)=[O:17].N1C=CC=CC=1, predict the reaction product. The product is: [Cl:14][CH2:15][C:16]([NH:7][C:5]1[CH:6]=[CH:1][CH:2]=[C:3]2[C:4]=1[C:8](=[O:9])[NH:10][NH:11][C:12]2=[O:13])=[O:17].